Dataset: Peptide-MHC class I binding affinity with 185,985 pairs from IEDB/IMGT. Task: Regression. Given a peptide amino acid sequence and an MHC pseudo amino acid sequence, predict their binding affinity value. This is MHC class I binding data. (1) The peptide sequence is KLCLSGDGW. The MHC is Mamu-B17 with pseudo-sequence Mamu-B17. The binding affinity (normalized) is 0.396. (2) The peptide sequence is FVHSGFIYF. The MHC is HLA-A02:01 with pseudo-sequence HLA-A02:01. The binding affinity (normalized) is 0.298. (3) The peptide sequence is KPVDTSNSF. The MHC is HLA-A30:02 with pseudo-sequence HLA-A30:02. The binding affinity (normalized) is 0. (4) The peptide sequence is VQLSNNKYV. The MHC is HLA-A02:01 with pseudo-sequence HLA-A02:01. The binding affinity (normalized) is 0.306. (5) The peptide sequence is LQFGFGWFSY. The MHC is HLA-A29:02 with pseudo-sequence HLA-A29:02. The binding affinity (normalized) is 0.725. (6) The peptide sequence is KQDRSDGYFL. The binding affinity (normalized) is 0.236. The MHC is HLA-A02:01 with pseudo-sequence HLA-A02:01.